This data is from Forward reaction prediction with 1.9M reactions from USPTO patents (1976-2016). The task is: Predict the product of the given reaction. Given the reactants [Cl:1][C:2]1[N:3]=[C:4]([C:9]2[CH:10]=[N:11][CH:12]=[CH:13][CH:14]=2)[S:5][C:6]=1[CH:7]=[O:8].[CH3:15][Mg]Cl.O.CC(O)=O, predict the reaction product. The product is: [Cl:1][C:2]1[N:3]=[C:4]([C:9]2[CH:10]=[N:11][CH:12]=[CH:13][CH:14]=2)[S:5][C:6]=1[CH:7]([OH:8])[CH3:15].